From a dataset of Catalyst prediction with 721,799 reactions and 888 catalyst types from USPTO. Predict which catalyst facilitates the given reaction. Reactant: [C:1]([O:5][C:6]([N:8]1[CH2:12][CH2:11][CH:10]([C:13](=[O:18])[CH2:14][CH2:15][S:16][CH3:17])[C:9]1=O)=[O:7])([CH3:4])([CH3:3])[CH3:2].S(C)C. Product: [C:1]([O:5][C:6]([N:8]1[CH2:12][CH2:11][CH:10]([CH:13]([OH:18])[CH2:14][CH2:15][S:16][CH3:17])[CH2:9]1)=[O:7])([CH3:4])([CH3:3])[CH3:2]. The catalyst class is: 1.